Dataset: Reaction yield outcomes from USPTO patents with 853,638 reactions. Task: Predict the reaction yield, written as a fraction of the theoretical maximum amount of product (1.0 means a 100% yield; for example, 0.34 means a 34% yield). (1) The product is [C:1]([O:5][C:6]([N:8]1[CH2:11][CH:10]([C:12]2[CH:13]=[C:14]([Cl:29])[C:15]([C:19]3[S:20][C:21]4[C:22]([NH:37][C:33]5[CH:32]=[C:31]([CH3:30])[N:36]=[CH:35][N:34]=5)=[N:23][CH:24]=[CH:25][C:26]=4[N:27]=3)=[C:16]([Cl:18])[CH:17]=2)[CH2:9]1)=[O:7])([CH3:2])([CH3:3])[CH3:4]. The yield is 0.520. The reactants are [C:1]([O:5][C:6]([N:8]1[CH2:11][CH:10]([C:12]2[CH:17]=[C:16]([Cl:18])[C:15]([C:19]3[S:20][C:21]4[C:22](Cl)=[N:23][CH:24]=[CH:25][C:26]=4[N:27]=3)=[C:14]([Cl:29])[CH:13]=2)[CH2:9]1)=[O:7])([CH3:4])([CH3:3])[CH3:2].[CH3:30][C:31]1[N:36]=[CH:35][N:34]=[C:33]([NH2:37])[CH:32]=1.CC1(C)C2C(=C(P(C3C=CC=CC=3)C3C=CC=CC=3)C=CC=2)OC2C(P(C3C=CC=CC=3)C3C=CC=CC=3)=CC=CC1=2.C([O-])([O-])=O.[Cs+].[Cs+]. The catalyst is O1CCOCC1.C1C=CC(/C=C/C(/C=C/C2C=CC=CC=2)=O)=CC=1.C1C=CC(/C=C/C(/C=C/C2C=CC=CC=2)=O)=CC=1.C1C=CC(/C=C/C(/C=C/C2C=CC=CC=2)=O)=CC=1.[Pd].[Pd]. (2) The reactants are Br[C:2]1[CH:7]=[CH:6][CH:5]=[CH:4][C:3]=1[CH:8]=[CH2:9].[Li]CCCC.[O:15]=[C:16]1[N:21]([C:22]([O:24][C:25]([CH3:28])([CH3:27])[CH3:26])=[O:23])[CH2:20][CH2:19][N:18]2[C:29](=[O:32])[CH2:30][CH2:31][C@@H:17]12. The catalyst is C1COCC1. The product is [O:32]=[C:29]1[CH2:30][CH2:31][C@@H:17]([C:16](=[O:15])[C:2]2[CH:7]=[CH:6][CH:5]=[CH:4][C:3]=2[CH:8]=[CH2:9])[N:18]1[CH2:19][CH2:20][NH:21][C:22](=[O:23])[O:24][C:25]([CH3:27])([CH3:26])[CH3:28]. The yield is 0.710. (3) The reactants are [H][H].[CH2:3]([CH:5]([CH2:21][CH2:22][CH2:23][CH3:24])[CH2:6][O:7][CH2:8][CH2:9][C:10](OCC(CC)CCCC)=[O:11])[CH3:4].C(C(CCCC)CO)C. The catalyst is [Cu].C(O)CC. The product is [CH2:3]([CH:5]([CH2:21][CH2:22][CH2:23][CH3:24])[CH2:6][O:7][CH2:8][CH2:9][CH2:10][OH:11])[CH3:4]. The yield is 0.590. (4) The catalyst is O1CCCC1.C1C=CC(P(C2C=CC=CC=2)[C-]2C=CC=C2)=CC=1.C1C=CC(P(C2C=CC=CC=2)[C-]2C=CC=C2)=CC=1.Cl[Pd]Cl.[Fe+2]. The yield is 0.0200. The product is [OH:50][C:31]([CH3:32])([CH3:30])[C:33]#[C:34][C:35]1[CH:36]=[C:37]([C:2]2[C:3]([C:4]([NH:6][S:7]([C:10]3[CH:15]=[CH:14][CH:13]=[CH:12][C:11]=3[S:16](=[O:19])(=[O:18])[NH2:17])(=[O:9])=[O:8])=[O:5])=[CH:20][CH:21]=[CH:22][CH:23]=2)[CH:38]=[CH:39][CH:40]=1. The reactants are Br[C:2]1[CH:23]=[CH:22][CH:21]=[CH:20][C:3]=1[C:4]([NH:6][S:7]([C:10]1[CH:15]=[CH:14][CH:13]=[CH:12][C:11]=1[S:16](=[O:19])(=[O:18])[NH2:17])(=[O:9])=[O:8])=[O:5].C(=O)([O-])[O-].[K+].[K+].[CH3:30][C:31]([OH:50])([C:33]#[C:34][C:35]1[CH:40]=[CH:39][CH:38]=[C:37](B2OC(C)(C)C(C)(C)O2)[CH:36]=1)[CH3:32].O. (5) The reactants are [NH2:1][C:2]1[CH:16]=[CH:15][C:5]2[C:6](=[O:14])[NH:7][C:8]3[C:13]([C:4]=2[CH:3]=1)=[CH:12][CH:11]=[CH:10][N:9]=3.Br[CH2:18][C:19]1[CH:26]=[CH:25][CH:24]=[CH:23][C:20]=1[C:21]#[N:22]. No catalyst specified. The product is [O:14]=[C:6]1[C:5]2[CH:15]=[CH:16][C:2]([NH:1][CH2:18][C:19]3[CH:26]=[CH:25][CH:24]=[CH:23][C:20]=3[C:21]#[N:22])=[CH:3][C:4]=2[C:13]2[C:8](=[N:9][CH:10]=[CH:11][CH:12]=2)[NH:7]1. The yield is 0.210.